From a dataset of Forward reaction prediction with 1.9M reactions from USPTO patents (1976-2016). Predict the product of the given reaction. (1) Given the reactants [CH2:1]([C@H:8]([NH:31][C:32]([C@@H:34]([NH:43]C(=O)OC(C)(C)C)[CH2:35][CH2:36][C:37]1[CH:42]=[CH:41][CH:40]=[CH:39][CH:38]=1)=[O:33])[C:9]([NH:11][C@H:12]([B:18]1[O:22][C@@H:21]2[CH2:23][C@@H:24]3[CH2:27][C@H:26]([C@:20]2([CH3:30])[O:19]1)[C:25]3([CH3:29])[CH3:28])[CH2:13][CH:14]1[CH2:17][CH2:16][CH2:15]1)=[O:10])[C:2]1[CH:7]=[CH:6][CH:5]=[CH:4][CH:3]=1.C(Cl)Cl.Cl.O1CCOCC1, predict the reaction product. The product is: [NH2:43][C@@H:34]([CH2:35][CH2:36][C:37]1[CH:42]=[CH:41][CH:40]=[CH:39][CH:38]=1)[C:32]([NH:31][C@@H:8]([CH2:1][C:2]1[CH:7]=[CH:6][CH:5]=[CH:4][CH:3]=1)[C:9]([NH:11][C@H:12]([B:18]1[O:22][C@@H:21]2[CH2:23][C@@H:24]3[CH2:27][C@H:26]([C@:20]2([CH3:30])[O:19]1)[C:25]3([CH3:28])[CH3:29])[CH2:13][CH:14]1[CH2:17][CH2:16][CH2:15]1)=[O:10])=[O:33]. (2) Given the reactants Cl.[CH2:2]([O:4][C:5]([C:7]1[N:8]([CH2:25][C:26]2[C:35]3[C:30](=[CH:31][CH:32]=[C:33]([F:36])[CH:34]=3)[CH:29]=[CH:28][CH:27]=2)[C:9]2[C:14]([C:15]=1[CH2:16][N:17](C(OCC)=O)C)=[CH:13][C:12]([F:24])=[CH:11][CH:10]=2)=[O:6])[CH3:3], predict the reaction product. The product is: [CH2:2]([O:4][C:5]([C:7]1[N:8]([CH2:25][C:26]2[C:35]3[C:30](=[CH:31][CH:32]=[C:33]([F:36])[CH:34]=3)[CH:29]=[CH:28][CH:27]=2)[C:9]2[C:14]([C:15]=1[CH2:16][NH2:17])=[CH:13][C:12]([F:24])=[CH:11][CH:10]=2)=[O:6])[CH3:3]. (3) Given the reactants O([C:9]1[CH:14]=[CH:13][C:12]([CH3:15])=[CH:11][CH:10]=1)S(C(F)(F)F)(=O)=O.[O-]S(C(F)(F)F)(=O)=O.N[C:25]1[CH:30]=[CH:29][C:28]([CH3:31])=[CH:27][CH:26]=1.P([O-])([O-])([O-])=O.[K+].[K+].[K+].C1(C(C2C=CC=CC=2)=C(P(C2CCCCC2)C2CCCCC2)C)C=CC=CC=1.[Cl-].[NH4+:69], predict the reaction product. The product is: [C:12]1([CH3:15])[CH:13]=[CH:14][CH:9]=[CH:10][C:11]=1[NH:69][C:29]1[CH:30]=[CH:25][CH:26]=[CH:27][C:28]=1[CH3:31]. (4) Given the reactants Br[C:2]1[C:3]([O:17][CH3:18])=[C:4]([C:13]([O:15][CH3:16])=[O:14])[C:5]2[N:6]=[CH:7][C:8](Cl)=[N:9][C:10]=2[CH:11]=1.C([Sn](CCCC)(CCCC)[C:24]1[S:25][CH:26]=[CH:27][CH:28]=1)CCC, predict the reaction product. The product is: [CH3:18][O:17][C:3]1[C:2]([C:24]2[S:25][CH:26]=[CH:27][CH:28]=2)=[CH:11][C:10]2[N:9]=[C:8]([C:26]3[S:25][CH:24]=[CH:28][CH:27]=3)[CH:7]=[N:6][C:5]=2[C:4]=1[C:13]([O:15][CH3:16])=[O:14]. (5) Given the reactants [OH-:1].[Na+].Cl.[NH2:4]O.[CH2:6]([O:8][C:9](=[O:22])[C:10](=[O:21])[CH:11]([CH3:20])[C:12]([CH:14]1[CH2:19][CH2:18][CH2:17][CH2:16][CH2:15]1)=O)[CH3:7].Cl, predict the reaction product. The product is: [CH2:6]([O:8][C:9](=[O:22])[C:10](=[O:21])[CH:11]([CH3:20])[C:12]([CH:14]1[CH2:19][CH2:18][CH2:17][CH2:16][CH2:15]1)=[N:4][OH:1])[CH3:7].